Dataset: Reaction yield outcomes from USPTO patents with 853,638 reactions. Task: Predict the reaction yield, written as a fraction of the theoretical maximum amount of product (1.0 means a 100% yield; for example, 0.34 means a 34% yield). (1) The reactants are CO[CH:3](OC)[CH2:4][NH2:5].[N:8]([C:11]1[C:20]2[C:15](=[CH:16][CH:17]=[CH:18][CH:19]=2)[C:14]([C:21]#[N:22])=[CH:13][CH:12]=1)=[C:9]=[S:10].Cl. The catalyst is O1CCOCC1. The product is [SH:10][C:9]1[N:8]([C:11]2[C:20]3[C:15](=[CH:16][CH:17]=[CH:18][CH:19]=3)[C:14]([C:21]#[N:22])=[CH:13][CH:12]=2)[CH:3]=[CH:4][N:5]=1. The yield is 0.600. (2) The reactants are C1C2C(CO[C:16]([N:18](C)[C@H:19]([C:23]([NH:25][C@H:26]([C:30]([N:32]([C@@H:34]([C@@H:62]([CH3:65])[CH2:63][CH3:64])[C@H:35]([O:60][CH3:61])[CH2:36][C:37]([N:39]3[CH2:43][CH2:42][CH2:41][C@H:40]3[C@H:44]([O:58][CH3:59])[C@@H:45]([CH3:57])[C:46]([NH:48][CH2:49][CH2:50][C:51]3[CH:56]=[CH:55][CH:54]=[CH:53][CH:52]=3)=[S:47])=[O:38])[CH3:33])=[O:31])[CH:27]([CH3:29])[CH3:28])=[O:24])[CH:20]([CH3:22])[CH3:21])=O)C3C(=CC=CC=3)C=2C=CC=1. The catalyst is ClCCl.C(NCC)C. The product is [CH3:16][NH:18][C@H:19]([C:23]([NH:25][C@H:26]([C:30]([N:32]([C@@H:34]([C@@H:62]([CH3:65])[CH2:63][CH3:64])[C@H:35]([O:60][CH3:61])[CH2:36][C:37]([N:39]1[CH2:43][CH2:42][CH2:41][C@H:40]1[C@H:44]([O:58][CH3:59])[C@@H:45]([CH3:57])[C:46]([NH:48][CH2:49][CH2:50][C:51]1[CH:56]=[CH:55][CH:54]=[CH:53][CH:52]=1)=[S:47])=[O:38])[CH3:33])=[O:31])[CH:27]([CH3:29])[CH3:28])=[O:24])[CH:20]([CH3:22])[CH3:21]. The yield is 0.880. (3) The reactants are S(C)C.[N+:4]([C:7]1[CH:8]=[CH:9][C:10]2[O:15][CH2:14][C:13](=O)[NH:12][C:11]=2[CH:17]=1)([O-:6])=[O:5]. The catalyst is C1COCC1. The product is [N+:4]([C:7]1[CH:8]=[CH:9][C:10]2[O:15][CH2:14][CH2:13][NH:12][C:11]=2[CH:17]=1)([O-:6])=[O:5]. The yield is 0.890. (4) The reactants are [C:1](N1C=CN=C1)(N1C=CN=C1)=[O:2].[OH:13][CH2:14][C:15]12[CH2:24][CH:19]3[CH2:20][CH:21]([CH2:23][CH:17]([CH2:18]3)[CH2:16]1)[CH2:22]2.[NH2:25][C@@H:26]([CH2:34][C:35]1[CH:40]=[CH:39][C:38]([O:41][CH2:42][CH2:43][CH2:44][C:45]([O:47][CH2:48][CH3:49])=[O:46])=[CH:37][CH:36]=1)[C:27]([O:29][C:30]([CH3:33])([CH3:32])[CH3:31])=[O:28].C(N(C(C)C)CC)(C)C. The catalyst is O1CCCC1.C(OCC)(=O)C. The product is [C:15]12([CH2:14][O:13][C:1]([NH:25][C@@H:26]([CH2:34][C:35]3[CH:36]=[CH:37][C:38]([O:41][CH2:42][CH2:43][CH2:44][C:45]([O:47][CH2:48][CH3:49])=[O:46])=[CH:39][CH:40]=3)[C:27]([O:29][C:30]([CH3:32])([CH3:33])[CH3:31])=[O:28])=[O:2])[CH2:24][CH:19]3[CH2:18][CH:17]([CH2:23][CH:21]([CH2:20]3)[CH2:22]1)[CH2:16]2. The yield is 0.850.